From a dataset of Full USPTO retrosynthesis dataset with 1.9M reactions from patents (1976-2016). Predict the reactants needed to synthesize the given product. Given the product [C:1]([O:5][C:6](=[O:43])[CH2:7][CH:53]([C:54]1[O:58][C:57]([C:59]2[CH:60]=[CH:61][C:62]([C:65]3[CH:70]=[CH:69][CH:68]=[CH:67][CH:66]=3)=[CH:63][CH:64]=2)=[CH:56][CH:55]=1)[C:52]([NH:51][C@H:46]([C:47](=[O:50])[NH:48][CH3:49])[C:45]([CH3:73])([CH3:72])[CH3:44])=[O:71])([CH3:4])([CH3:3])[CH3:2], predict the reactants needed to synthesize it. The reactants are: [C:1]([O:5][C:6](=[O:43])[C@@H:7](C1C=CN(C2C=CC(C3C=CC=CC=3)=CC=2)C=1)CC(NN1[C@@H](CC2C=CC=CC=2)COC1(C)C)=O)([CH3:4])([CH3:3])[CH3:2].[CH3:44][C:45]([CH3:73])([CH3:72])[C@H:46]([NH:51][C:52](=[O:71])[CH2:53][C:54]1[O:58][C:57]([C:59]2[CH:64]=[CH:63][C:62]([C:65]3[CH:70]=[CH:69][CH:68]=[CH:67][CH:66]=3)=[CH:61][CH:60]=2)=[CH:56][CH:55]=1)[C:47](=[O:50])[NH:48][CH3:49].C([Li])CCC.